From a dataset of Retrosynthesis with 50K atom-mapped reactions and 10 reaction types from USPTO. Predict the reactants needed to synthesize the given product. (1) The reactants are: Cc1ccc(S(=O)(=O)O)cc1.O=C(O)C1CCCCC1. Given the product CC(C)OC(=O)C1CCCCC1, predict the reactants needed to synthesize it. (2) Given the product O=C1NCCN1c1ccccn1, predict the reactants needed to synthesize it. The reactants are: O=C(NCCCl)Nc1ccccn1. (3) Given the product COCCc1nc2c(N)nc3cc(OCc4cccnc4)ccc3c2n1CC(C)(C)O, predict the reactants needed to synthesize it. The reactants are: COCCc1nc2c(N)nc3cc(O)ccc3c2n1CC(C)(C)O.OCc1cccnc1. (4) The reactants are: CCCC[Sn](CCCC)(CCCC)c1ccc(C)cn1.CCN(CC)CC(O)c1cc(Br)cc(C(=O)OC)c1. Given the product CCN(CC)CC(O)c1cc(C(=O)OC)cc(-c2ccc(C)cn2)c1, predict the reactants needed to synthesize it. (5) Given the product CCCCc1nc(C(=O)C(C)(C)C)c(C#N)n1Cc1ccc(-c2ccccc2-c2nnnn2C(c2ccccc2)(c2ccccc2)c2ccccc2)cc1, predict the reactants needed to synthesize it. The reactants are: BrCc1ccc(-c2ccccc2-c2nnnn2C(c2ccccc2)(c2ccccc2)c2ccccc2)cc1.CCCCc1nc(C(=O)C(C)(C)C)c(C#N)[nH]1. (6) Given the product COc1cc2ncc3c(c(-c4ccc(C#N)cc4)nn3C)c2cc1O, predict the reactants needed to synthesize it. The reactants are: COc1cc2ncc3c(c(-c4ccc(C#N)cc4)nn3C)c2cc1OCc1ccccc1. (7) Given the product CCOP(=O)(OCC)C(Nc1ccc(CCCBr)cn1)P(=O)(OCC)OCC, predict the reactants needed to synthesize it. The reactants are: BrC(Br)(Br)Br.CCOP(=O)(OCC)C(Nc1ccc(CCCO)cn1)P(=O)(OCC)OCC.